Dataset: NCI-60 drug combinations with 297,098 pairs across 59 cell lines. Task: Regression. Given two drug SMILES strings and cell line genomic features, predict the synergy score measuring deviation from expected non-interaction effect. (1) Drug 1: CC1=C2C(C(=O)C3(C(CC4C(C3C(C(C2(C)C)(CC1OC(=O)C(C(C5=CC=CC=C5)NC(=O)OC(C)(C)C)O)O)OC(=O)C6=CC=CC=C6)(CO4)OC(=O)C)O)C)O. Drug 2: CC1=C(N=C(N=C1N)C(CC(=O)N)NCC(C(=O)N)N)C(=O)NC(C(C2=CN=CN2)OC3C(C(C(C(O3)CO)O)O)OC4C(C(C(C(O4)CO)O)OC(=O)N)O)C(=O)NC(C)C(C(C)C(=O)NC(C(C)O)C(=O)NCCC5=NC(=CS5)C6=NC(=CS6)C(=O)NCCC[S+](C)C)O. Cell line: OVCAR-5. Synergy scores: CSS=28.9, Synergy_ZIP=-5.02, Synergy_Bliss=2.00, Synergy_Loewe=4.04, Synergy_HSA=4.32. (2) Drug 1: CC(C)(C#N)C1=CC(=CC(=C1)CN2C=NC=N2)C(C)(C)C#N. Drug 2: C(CC(=O)O)C(=O)CN.Cl. Cell line: IGROV1. Synergy scores: CSS=7.19, Synergy_ZIP=-2.01, Synergy_Bliss=0.607, Synergy_Loewe=-0.723, Synergy_HSA=-0.688. (3) Drug 1: C1=C(C(=O)NC(=O)N1)F. Drug 2: CC1CCC2CC(C(=CC=CC=CC(CC(C(=O)C(C(C(=CC(C(=O)CC(OC(=O)C3CCCCN3C(=O)C(=O)C1(O2)O)C(C)CC4CCC(C(C4)OC)OCCO)C)C)O)OC)C)C)C)OC. Cell line: SK-OV-3. Synergy scores: CSS=38.8, Synergy_ZIP=-3.19, Synergy_Bliss=0.874, Synergy_Loewe=8.34, Synergy_HSA=9.60. (4) Drug 1: C1=NC(=NC(=O)N1C2C(C(C(O2)CO)O)O)N. Drug 2: CCN(CC)CCCC(C)NC1=C2C=C(C=CC2=NC3=C1C=CC(=C3)Cl)OC. Cell line: KM12. Synergy scores: CSS=38.9, Synergy_ZIP=-3.66, Synergy_Bliss=0.0376, Synergy_Loewe=0.774, Synergy_HSA=3.07. (5) Synergy scores: CSS=1.75, Synergy_ZIP=-1.71, Synergy_Bliss=-3.72, Synergy_Loewe=-0.258, Synergy_HSA=-3.27. Drug 2: CCC1(CC2CC(C3=C(CCN(C2)C1)C4=CC=CC=C4N3)(C5=C(C=C6C(=C5)C78CCN9C7C(C=CC9)(C(C(C8N6C)(C(=O)OC)O)OC(=O)C)CC)OC)C(=O)OC)O.OS(=O)(=O)O. Cell line: UACC-257. Drug 1: C1=CC(=CC=C1C#N)C(C2=CC=C(C=C2)C#N)N3C=NC=N3. (6) Drug 1: C1=NC2=C(N=C(N=C2N1C3C(C(C(O3)CO)O)F)Cl)N. Drug 2: C1=NNC2=C1C(=O)NC=N2. Cell line: NCI/ADR-RES. Synergy scores: CSS=0.512, Synergy_ZIP=-2.37, Synergy_Bliss=-5.00, Synergy_Loewe=-5.05, Synergy_HSA=-5.16. (7) Drug 1: CC1=C2C(C(=O)C3(C(CC4C(C3C(C(C2(C)C)(CC1OC(=O)C(C(C5=CC=CC=C5)NC(=O)OC(C)(C)C)O)O)OC(=O)C6=CC=CC=C6)(CO4)OC(=O)C)O)C)O. Drug 2: C(=O)(N)NO. Cell line: U251. Synergy scores: CSS=12.2, Synergy_ZIP=9.75, Synergy_Bliss=6.65, Synergy_Loewe=-15.1, Synergy_HSA=5.11. (8) Drug 1: CC(C)(C#N)C1=CC(=CC(=C1)CN2C=NC=N2)C(C)(C)C#N. Drug 2: CCC1=C2CN3C(=CC4=C(C3=O)COC(=O)C4(CC)O)C2=NC5=C1C=C(C=C5)O. Cell line: MALME-3M. Synergy scores: CSS=9.14, Synergy_ZIP=-3.10, Synergy_Bliss=-3.66, Synergy_Loewe=-24.1, Synergy_HSA=-8.14.